Dataset: Full USPTO retrosynthesis dataset with 1.9M reactions from patents (1976-2016). Task: Predict the reactants needed to synthesize the given product. (1) Given the product [OH:14][C:12]1[C:7]2[C:6](=[CH:5][CH:4]=[C:3]([OH:2])[N:8]=2)[N:9]=[CH:10][C:11]=1[C:17](=[O:19])[CH3:18], predict the reactants needed to synthesize it. The reactants are: C[O:2][C:3]1[N:8]=[CH:7][C:6]([NH:9][CH:10]=[C:11]([C:17](=[O:19])[CH3:18])[C:12]([O:14]CC)=O)=[CH:5][CH:4]=1.C[Si](Cl)(C)C.[I-].[Na+].S([O-])([O-])(=O)=S.[Na+].[Na+]. (2) Given the product [CH:1]1([N:4]([CH2:5][C@H:6]2[CH2:11][N:10]([S:12]([C:15]3[S:16][CH:17]=[CH:18][CH:19]=3)(=[O:14])=[O:13])[CH2:9][CH2:8][N:7]2[C:20]2[CH:25]=[CH:24][C:23]([C:26]([OH:32])([CH3:31])[C:27]([F:30])([F:29])[F:28])=[CH:22][CH:21]=2)[S:34]([CH3:33])(=[O:36])=[O:35])[CH2:2][CH2:3]1, predict the reactants needed to synthesize it. The reactants are: [CH:1]1([NH:4][CH2:5][C@H:6]2[CH2:11][N:10]([S:12]([C:15]3[S:16][CH:17]=[CH:18][CH:19]=3)(=[O:14])=[O:13])[CH2:9][CH2:8][N:7]2[C:20]2[CH:25]=[CH:24][C:23]([C:26]([OH:32])([CH3:31])[C:27]([F:30])([F:29])[F:28])=[CH:22][CH:21]=2)[CH2:3][CH2:2]1.[CH3:33][S:34](Cl)(=[O:36])=[O:35].CCN(C(C)C)C(C)C. (3) Given the product [Br:3][C:4]1[CH:9]=[CH:8][CH:7]=[C:6]([CH3:10])[N+:5]=1[O-:1], predict the reactants needed to synthesize it. The reactants are: [OH:1]O.[Br:3][C:4]1[CH:9]=[CH:8][CH:7]=[C:6]([CH3:10])[N:5]=1. (4) The reactants are: [CH2:1]([NH:3][C:4](=[O:26])[NH:5][C:6]1[N:11]=[CH:10][C:9](B(O)O)=[C:8]([C:15]2[S:16][CH:17]=[C:18]([C:20]3[CH:25]=[CH:24][CH:23]=[CH:22][CH:21]=3)[N:19]=2)[CH:7]=1)[CH3:2].[N:27]1[CH:32]=[C:31](B(O)O)[CH:30]=[N:29][CH:28]=1.C(=O)(O)[O-].[Na+].O. Given the product [CH2:1]([NH:3][C:4]([NH:5][C:6]1[CH:7]=[C:8]([C:15]2[S:16][CH:17]=[C:18]([C:20]3[CH:25]=[CH:24][CH:23]=[CH:22][CH:21]=3)[N:19]=2)[C:9]([C:31]2[CH:32]=[N:27][CH:28]=[N:29][CH:30]=2)=[CH:10][N:11]=1)=[O:26])[CH3:2], predict the reactants needed to synthesize it.